This data is from Forward reaction prediction with 1.9M reactions from USPTO patents (1976-2016). The task is: Predict the product of the given reaction. (1) The product is: [CH3:1][O:2][C:3]1[CH:4]=[CH:5][C:6]([C:9]2[C:13]([C:14]([N:59]3[CH2:60][CH2:61][C:57]([C:54]4[CH:55]=[N:56][C:51]([CH3:50])=[CH:52][CH:53]=4)([OH:62])[CH2:58]3)=[O:16])=[CH:12][O:11][N:10]=2)=[CH:7][CH:8]=1. Given the reactants [CH3:1][O:2][C:3]1[CH:8]=[CH:7][C:6]([C:9]2[C:13]([C:14]([OH:16])=O)=[CH:12][O:11][N:10]=2)=[CH:5][CH:4]=1.C(N(C(C)C)C(C)C)C.CN(C(ON1N=NC2C=CC=CC1=2)=[N+](C)C)C.[B-](F)(F)(F)F.Cl.Cl.[CH3:50][C:51]1[N:56]=[CH:55][C:54]([C:57]2([OH:62])[CH2:61][CH2:60][NH:59][CH2:58]2)=[CH:53][CH:52]=1, predict the reaction product. (2) Given the reactants [N+:1]([C:4]1[CH:13]=[CH:12][C:7]2[B:8]([OH:11])[O:9][CH2:10][C:6]=2[CH:5]=1)([O-])=O.Cl, predict the reaction product. The product is: [NH2:1][C:4]1[CH:13]=[CH:12][C:7]2[B:8]([OH:11])[O:9][CH2:10][C:6]=2[CH:5]=1.